Dataset: Peptide-MHC class II binding affinity with 134,281 pairs from IEDB. Task: Regression. Given a peptide amino acid sequence and an MHC pseudo amino acid sequence, predict their binding affinity value. This is MHC class II binding data. (1) The peptide sequence is LKKYFAATQFEPLAA. The MHC is HLA-DQA10101-DQB10501 with pseudo-sequence HLA-DQA10101-DQB10501. The binding affinity (normalized) is 0.428. (2) The peptide sequence is PLSWSKEIYNYMEPY. The MHC is DRB1_1101 with pseudo-sequence DRB1_1101. The binding affinity (normalized) is 0.256. (3) The peptide sequence is YSLLMPILTLTRALA. The MHC is DRB1_0101 with pseudo-sequence DRB1_0101. The binding affinity (normalized) is 0.410. (4) The MHC is DRB1_1302 with pseudo-sequence DRB1_1302. The peptide sequence is GETQIVDKIDAAFKI. The binding affinity (normalized) is 0.597. (5) The peptide sequence is AAPEAARSLASSLPG. The MHC is DRB1_0802 with pseudo-sequence DRB1_0802. The binding affinity (normalized) is 0.203.